This data is from Peptide-MHC class I binding affinity with 185,985 pairs from IEDB/IMGT. The task is: Regression. Given a peptide amino acid sequence and an MHC pseudo amino acid sequence, predict their binding affinity value. This is MHC class I binding data. The peptide sequence is YTAGNKVDV. The MHC is HLA-A02:03 with pseudo-sequence HLA-A02:03. The binding affinity (normalized) is 0.0199.